From a dataset of Peptide-MHC class II binding affinity with 134,281 pairs from IEDB. Regression. Given a peptide amino acid sequence and an MHC pseudo amino acid sequence, predict their binding affinity value. This is MHC class II binding data. (1) The peptide sequence is LGRFKHTDACCRT. The MHC is DRB1_0401 with pseudo-sequence DRB1_0401. The binding affinity (normalized) is 0. (2) The peptide sequence is KLIGGIGGFVKVRQYDQILI. The MHC is HLA-DPA10201-DPB10501 with pseudo-sequence HLA-DPA10201-DPB10501. The binding affinity (normalized) is 0.619. (3) The peptide sequence is EKKYFAADQFEPLAA. The MHC is HLA-DPA10201-DPB10101 with pseudo-sequence HLA-DPA10201-DPB10101. The binding affinity (normalized) is 0.775. (4) The MHC is HLA-DQA10301-DQB10302 with pseudo-sequence HLA-DQA10301-DQB10302. The binding affinity (normalized) is 0.181. The peptide sequence is VLLAFNCHERPYDLD. (5) The peptide sequence is LSADQISTVQASFDKVK. The MHC is DRB3_0101 with pseudo-sequence DRB3_0101. The binding affinity (normalized) is 0.0548. (6) The peptide sequence is SSTVKLRQNEFGPAR. The MHC is DRB1_0404 with pseudo-sequence DRB1_0404. The binding affinity (normalized) is 0.0350.